The task is: Predict the product of the given reaction.. This data is from Forward reaction prediction with 1.9M reactions from USPTO patents (1976-2016). (1) Given the reactants C([O:4][C@@H:5]1[C@@H:10]([CH3:11])[CH2:9][N:8]([C:12]2[C:17]([NH2:18])=[CH:16][N:15]=[C:14]3[CH:19]([O:22]C(=O)C)[CH2:20][CH2:21][C:13]=23)[CH2:7][C@H:6]1[NH:26][C:27]([O:29][C:30]([CH3:33])([CH3:32])[CH3:31])=[O:28])(=O)C.[F:34][C:35]1[CH:40]=[CH:39][CH:38]=[C:37]([F:41])[C:36]=1[C:42]1[N:47]=[C:46]([C:48](O)=[O:49])[CH:45]=[CH:44][C:43]=1[F:51].CN(C(ON1N=NC2C=CC=NC1=2)=[N+](C)C)C.F[P-](F)(F)(F)(F)F.CCN(C(C)C)C(C)C, predict the reaction product. The product is: [F:34][C:35]1[CH:40]=[CH:39][CH:38]=[C:37]([F:41])[C:36]=1[C:42]1[N:47]=[C:46]([C:48]([NH:18][C:17]2[C:12]([N:8]3[CH2:9][C@H:10]([CH3:11])[C@@H:5]([OH:4])[C@H:6]([NH:26][C:27](=[O:28])[O:29][C:30]([CH3:31])([CH3:33])[CH3:32])[CH2:7]3)=[C:13]3[CH2:21][CH2:20][CH:19]([OH:22])[C:14]3=[N:15][CH:16]=2)=[O:49])[CH:45]=[CH:44][C:43]=1[F:51]. (2) Given the reactants [NH2:1][C:2]1[CH:3]=[CH:4][C:5]([S:18]([CH2:21][CH3:22])(=[O:20])=[O:19])=[C:6]([CH:17]=1)[CH2:7][N:8](C)[C:9](=O)OC(C)(C)C.[ClH:23].O1CCOCC1, predict the reaction product. The product is: [ClH:23].[CH2:21]([S:18]([C:5]1[CH:4]=[CH:3][C:2]([NH2:1])=[CH:17][C:6]=1[CH2:7][NH:8][CH3:9])(=[O:19])=[O:20])[CH3:22]. (3) Given the reactants [N:1]1[CH:6]=[CH:5][CH:4]=[C:3]([O:7][C:8]#[C:9][C:10]2[CH:15]=[CH:14][CH:13]=[CH:12][CH:11]=2)[CH:2]=1.N1C=CC(COC2C=CC(C=O)=CC=2)=C[CH:17]=1, predict the reaction product. The product is: [N:1]1[CH:2]=[CH:17][C:4]([CH2:3][O:7][C:8]#[C:9][C:10]2[CH:11]=[CH:12][CH:13]=[CH:14][CH:15]=2)=[CH:5][CH:6]=1.